Dataset: Reaction yield outcomes from USPTO patents with 853,638 reactions. Task: Predict the reaction yield, written as a fraction of the theoretical maximum amount of product (1.0 means a 100% yield; for example, 0.34 means a 34% yield). The reactants are [CH3:1][Si:2]([C:5]#[CH:6])([CH3:4])[CH3:3].C([Mg]Br)C.[CH2:11]([O:18][C:19]1[CH:26]=[CH:25][C:22]([CH2:23]Cl)=[CH:21][CH:20]=1)[C:12]1[CH:17]=[CH:16][CH:15]=[CH:14][CH:13]=1.[Cl-].[NH4+]. The catalyst is O1CCCC1.[Cu]Br. The product is [CH2:11]([O:18][C:19]1[CH:20]=[CH:21][C:22]([CH2:23][C:6]#[C:5][Si:2]([CH3:4])([CH3:3])[CH3:1])=[CH:25][CH:26]=1)[C:12]1[CH:13]=[CH:14][CH:15]=[CH:16][CH:17]=1. The yield is 0.720.